This data is from Forward reaction prediction with 1.9M reactions from USPTO patents (1976-2016). The task is: Predict the product of the given reaction. The product is: [C:1]([O:5][C:6]([N:8]([CH2:33][C:34]([F:37])([F:36])[F:35])[C:9]1[CH:14]=[C:13]([C:15]2[CH:20]=[CH:19][CH:18]=[C:17]([C:21]([O:23][CH3:24])=[O:22])[N:16]=2)[CH:12]=[CH:11][N:10]=1)=[O:7])([CH3:4])([CH3:3])[CH3:2]. Given the reactants [C:1]([O:5][C:6]([NH:8][C:9]1[CH:14]=[C:13]([C:15]2[CH:20]=[CH:19][CH:18]=[C:17]([C:21]([O:23][CH3:24])=[O:22])[N:16]=2)[CH:12]=[CH:11][N:10]=1)=[O:7])([CH3:4])([CH3:3])[CH3:2].[H-].[Na+].FC(F)(F)S(O[CH2:33][C:34]([F:37])([F:36])[F:35])(=O)=O, predict the reaction product.